Dataset: Reaction yield outcomes from USPTO patents with 853,638 reactions. Task: Predict the reaction yield, written as a fraction of the theoretical maximum amount of product (1.0 means a 100% yield; for example, 0.34 means a 34% yield). (1) The reactants are [Cl:1][C:2]1[N:7]=[C:6]([C:8]2[CH:13]=[CH:12][CH:11]=[C:10]([N+:14]([O-])=O)[CH:9]=2)[CH:5]=[CH:4][N:3]=1. The catalyst is C(O)C.[Pt]. The product is [Cl:1][C:2]1[N:7]=[C:6]([C:8]2[CH:9]=[C:10]([NH2:14])[CH:11]=[CH:12][CH:13]=2)[CH:5]=[CH:4][N:3]=1. The yield is 0.900. (2) The reactants are [CH2:1]([CH:8]([NH:32][C:33]([C:35]1[CH:44]=[N:43][C:42]2[C:37](=[CH:38][CH:39]=[CH:40][CH:41]=2)[N:36]=1)=[O:34])[CH:9]([O:24][Si:25]([C:28]([CH3:31])([CH3:30])[CH3:29])([CH3:27])[CH3:26])[CH2:10][CH:11]([C:18](=[O:23])[NH:19][CH2:20][CH2:21][OH:22])[CH2:12][CH2:13][C:14]([F:17])([CH3:16])[CH3:15])[C:2]1[CH:7]=[CH:6][CH:5]=[CH:4][CH:3]=1.CC(OI1(OC(C)=O)(OC(C)=O)OC(=O)C2C1=CC=CC=2)=O. The catalyst is C(Cl)Cl.CCOCC. The product is [CH2:1]([CH:8]([NH:32][C:33]([C:35]1[CH:44]=[N:43][C:42]2[C:37](=[CH:38][CH:39]=[CH:40][CH:41]=2)[N:36]=1)=[O:34])[CH:9]([O:24][Si:25]([C:28]([CH3:31])([CH3:30])[CH3:29])([CH3:27])[CH3:26])[CH2:10][CH:11]([C:18](=[O:23])[NH:19][CH2:20][CH:21]=[O:22])[CH2:12][CH2:13][C:14]([F:17])([CH3:16])[CH3:15])[C:2]1[CH:3]=[CH:4][CH:5]=[CH:6][CH:7]=1. The yield is 0.940. (3) The reactants are C1(C(C2C=CC=CC=2)[N:8]2[CH2:11][C:10]([CH2:20][NH:21][CH:22]([CH3:24])[CH3:23])([NH:12]CC3C=CC=CC=3)[CH2:9]2)C=CC=CC=1.[ClH:31].O1CCOCC1. The catalyst is CO.[OH-].[Pd+2].[OH-]. The product is [ClH:31].[CH3:23][CH:22]([NH:21][CH2:20][C:10]1([NH2:12])[CH2:11][NH:8][CH2:9]1)[CH3:24]. The yield is 0.810. (4) The reactants are [CH3:1]/[C:2](/[CH2:6][CH2:7][CH:8]=[C:9]([CH3:11])[CH3:10])=[CH:3]\[CH2:4][OH:5].C(OI(C1C=CC=CC=1)OC(=O)C)(=O)C.CC1(C)N([O])C(C)(C)CCC1. The catalyst is ClCCl. The product is [CH3:1]/[C:2](/[CH2:6][CH2:7][CH:8]=[C:9]([CH3:11])[CH3:10])=[CH:3]\[CH:4]=[O:5]. The yield is 0.930. (5) The reactants are [CH3:1][N:2]1[C:7](=[O:8])[C:6]([NH:9][C:10]2[CH:19]=[C:13]3[CH2:14][N:15]([CH3:18])[CH2:16][CH2:17][N:12]3[N:11]=2)=[CH:5][C:4]([C:20]2[CH:25]=[CH:24][N:23]=[C:22]([N:26]3[C:38](=[O:39])[C:37]4[S:36][C:35]5[CH2:34][CH2:33][CH2:32][CH2:31][C:30]=5[C:29]=4[CH:28]=[N:27]3)[C:21]=2[CH:40]=[O:41])=[CH:3]1.[BH4-].[Na+]. The catalyst is CO. The product is [OH:41][CH2:40][C:21]1[C:22]([N:26]2[C:38](=[O:39])[C:37]3[S:36][C:35]4[CH2:34][CH2:33][CH2:32][CH2:31][C:30]=4[C:29]=3[CH:28]=[N:27]2)=[N:23][CH:24]=[CH:25][C:20]=1[C:4]1[CH:5]=[C:6]([NH:9][C:10]2[CH:19]=[C:13]3[CH2:14][N:15]([CH3:18])[CH2:16][CH2:17][N:12]3[N:11]=2)[C:7](=[O:8])[N:2]([CH3:1])[CH:3]=1. The yield is 0.350. (6) The reactants are C(=O)([O-])[O-].[Cs+].[Cs+].Br[C:8]1[CH:9]=[C:10]2[C:15](=[CH:16][CH:17]=1)[N:14]=[C:13]([CH3:18])[C:12]([S:19]([CH3:22])(=[O:21])=[O:20])=[C:11]2[C:23]1[CH:28]=[CH:27][C:26]([Cl:29])=[CH:25][CH:24]=1.[NH:30]1[CH2:35][CH2:34][O:33][CH2:32][CH2:31]1. The catalyst is C(O)(C)(C)C.CCCCCCC.C1(P(C2CCCCC2)C2C=CC=CC=2C2C(C(C)C)=CC(C(C)C)=CC=2C(C)C)CCCCC1. The product is [Cl:29][C:26]1[CH:27]=[CH:28][C:23]([C:11]2[C:10]3[C:15](=[CH:16][CH:17]=[C:8]([N:30]4[CH2:35][CH2:34][O:33][CH2:32][CH2:31]4)[CH:9]=3)[N:14]=[C:13]([CH3:18])[C:12]=2[S:19]([CH3:22])(=[O:21])=[O:20])=[CH:24][CH:25]=1. The yield is 0.430.